Dataset: Full USPTO retrosynthesis dataset with 1.9M reactions from patents (1976-2016). Task: Predict the reactants needed to synthesize the given product. Given the product [C:1]([O:5][C:6]([N:8]([CH3:35])[C:9]1[CH:10]=[CH:11][C:12]2[N:13]([C:15]([C:18]([C:20]3[CH:21]=[CH:22][C:23]([N+:30]([O-:32])=[O:31])=[C:24]([CH:29]=3)[C:25]([O:27][CH3:28])=[O:26])=[O:19])=[N:16][CH:17]=2)[CH:14]=1)=[O:7])([CH3:4])([CH3:2])[CH3:3], predict the reactants needed to synthesize it. The reactants are: [C:1]([O:5][C:6]([NH:8][C:9]1[CH:10]=[CH:11][C:12]2[N:13]([C:15]([C:18]([C:20]3[CH:21]=[CH:22][C:23]([N+:30]([O-:32])=[O:31])=[C:24]([CH:29]=3)[C:25]([O:27][CH3:28])=[O:26])=[O:19])=[N:16][CH:17]=2)[CH:14]=1)=[O:7])([CH3:4])([CH3:3])[CH3:2].[H-].[Na+].[CH3:35]I.S([O-])(O)(=O)=O.[K+].